From a dataset of Experimentally validated miRNA-target interactions with 360,000+ pairs, plus equal number of negative samples. Binary Classification. Given a miRNA mature sequence and a target amino acid sequence, predict their likelihood of interaction. The miRNA is hsa-miR-6795-3p with sequence ACCCCUCGUUUCUUCCCCCAG. The protein sequence of the target gene is MSRRKQAKPRSLKDPNCKLEDKIEDGEAVDCKKRPEDGEELEEDAVHSCDSCLQVFESLSDITEHKIHQCQLTDGVDVEDDPSCSWPASSPSSKDQTSPSHGEGCDFGEEEGGPGLPYPCQFCDKSFSRLSYLKHHEQSHSDKLPFKCTYCSRLFKHKRSRDRHIKLHTGDKKYHCSECDAAFSRSDHLKIHLKTHTSNKPYKCAVCRRGFLSSSSLHGHMQVHERNKDGSQSGSRMEDWKMKDTQKCSQCEEGFDFPEDLQKHIAECHPECSPNEDRAALQCMYCHELFVEETSLMNHI.... Result: 0 (no interaction).